This data is from Forward reaction prediction with 1.9M reactions from USPTO patents (1976-2016). The task is: Predict the product of the given reaction. (1) Given the reactants C([C:3]1[N:10]=[C:9](Br)[CH:8]=[CH:7][C:4]=1[C:5]#[N:6])C.[CH3:12][O:13][C:14]1[CH:19]=[CH:18][CH:17]=[CH:16][C:15]=1B(O)O.C([O-])([O-])=O.[K+].[K+], predict the reaction product. The product is: [CH3:12][O:13][C:14]1[CH:19]=[CH:18][CH:17]=[CH:16][C:15]=1[C:9]1[CH:8]=[CH:7][C:4]([C:5]#[N:6])=[CH:3][N:10]=1. (2) Given the reactants [C:1]([O:4][CH2:5][CH2:6][NH:7][C:8]1[C:9]([NH2:25])=[C:10]2[C:15](=[CH:16][CH:17]=1)[C:14](=[O:18])[N:13]([CH2:19][CH2:20][O:21][C:22](=[O:24])[CH3:23])[CH:12]=[CH:11]2)(=[O:3])[CH3:2].[F:26][C:27]1[C:32]([C:33]([F:36])([F:35])[F:34])=[CH:31][CH:30]=[CH:29][C:28]=1[CH2:37][C:38](O)=[O:39].F[P-](F)(F)(F)(F)F.C[N+](C)=C(N(C)C)ON1C2N=CC=CC=2N=N1.C(N(CC)C(C)C)(C)C.C(Cl)Cl, predict the reaction product. The product is: [C:1]([O:4][CH2:5][CH2:6][NH:7][C:8]1[C:9]([NH:25][C:38](=[O:39])[CH2:37][C:28]2[CH:29]=[CH:30][CH:31]=[C:32]([C:33]([F:34])([F:35])[F:36])[C:27]=2[F:26])=[C:10]2[C:15](=[CH:16][CH:17]=1)[C:14](=[O:18])[N:13]([CH2:19][CH2:20][O:21][C:22](=[O:24])[CH3:23])[CH:12]=[CH:11]2)(=[O:3])[CH3:2]. (3) The product is: [C:40]1([C:2]2[CH:3]=[C:4]([CH:8]([N:12]3[CH:16]=[C:15]([C:17]4[C:18]5[CH:25]=[CH:24][N:23]([CH2:26][O:27][CH2:28][CH2:29][Si:30]([CH3:33])([CH3:32])[CH3:31])[C:19]=5[N:20]=[CH:21][N:22]=4)[CH:14]=[N:13]3)[CH2:9][C:10]#[N:11])[CH:5]=[N:6][CH:7]=2)[CH:45]=[CH:44][CH:43]=[CH:42][CH:41]=1. Given the reactants Br[C:2]1[CH:3]=[C:4]([CH:8]([N:12]2[CH:16]=[C:15]([C:17]3[C:18]4[CH:25]=[CH:24][N:23]([CH2:26][O:27][CH2:28][CH2:29][Si:30]([CH3:33])([CH3:32])[CH3:31])[C:19]=4[N:20]=[CH:21][N:22]=3)[CH:14]=[N:13]2)[CH2:9][C:10]#[N:11])[CH:5]=[N:6][CH:7]=1.O1CCOCC1.[C:40]1(B(O)O)[CH:45]=[CH:44][CH:43]=[CH:42][CH:41]=1.C(=O)(O)[O-].[Na+].O, predict the reaction product. (4) Given the reactants [CH:1]1(Br)[CH2:5][CH2:4][CH2:3][CH2:2]1.[F:7][C:8]1[CH:13]=[CH:12][C:11]([C@H:14]([NH:16][C:17]([C@H:19]2[CH2:24][CH2:23][C@H:22]([NH:25][S:26]([C:29]3[CH:34]=[CH:33][C:32]([OH:35])=[C:31]([O:36][CH3:37])[CH:30]=3)(=[O:28])=[O:27])[CH2:21][CH2:20]2)=[O:18])[CH3:15])=[CH:10][CH:9]=1.C(=O)([O-])[O-].[K+].[K+], predict the reaction product. The product is: [F:7][C:8]1[CH:13]=[CH:12][C:11]([C@H:14]([NH:16][C:17]([C@H:19]2[CH2:24][CH2:23][C@H:22]([NH:25][S:26]([C:29]3[CH:34]=[CH:33][C:32]([O:35][CH:1]4[CH2:5][CH2:4][CH2:3][CH2:2]4)=[C:31]([O:36][CH3:37])[CH:30]=3)(=[O:28])=[O:27])[CH2:21][CH2:20]2)=[O:18])[CH3:15])=[CH:10][CH:9]=1. (5) Given the reactants [NH2:1][C:2]1[CH:7]=[C:6]([C:8]([F:11])([F:10])[F:9])[C:5]([CH2:12][C:13]#[N:14])=[C:4]([Cl:15])[CH:3]=1.C(=O)([O-])[O-].[Ca+2].[C:21](Cl)(Cl)=[S:22].Cl, predict the reaction product. The product is: [Cl:15][C:4]1[CH:3]=[C:2]([N:1]=[C:21]=[S:22])[CH:7]=[C:6]([C:8]([F:9])([F:10])[F:11])[C:5]=1[CH2:12][C:13]#[N:14]. (6) Given the reactants [Br:1][C:2]1[C:11]2[C:6](=[CH:7][CH:8]=[CH:9][CH:10]=2)[CH:5]=[CH:4][C:3]=1[C:12]([OH:14])=O.Cl.[CH3:16][O:17][C:18](=[O:23])[C:19]([CH3:22])([CH3:21])[NH2:20].CN1CCOCC1.ON1C2C=CC=CC=2N=N1.Cl.CN(C)CCCN=C=NCC, predict the reaction product. The product is: [CH3:16][O:17][C:18](=[O:23])[C:19]([NH:20][C:12]([C:3]1[CH:4]=[CH:5][C:6]2[C:11](=[CH:10][CH:9]=[CH:8][CH:7]=2)[C:2]=1[Br:1])=[O:14])([CH3:22])[CH3:21]. (7) Given the reactants [CH:1]1[C:10]2[CH2:9][CH2:8][CH2:7][CH2:6][C:5]=2[CH:4]=[CH:3][C:2]=1[O:11][C:12]1[CH:19]=[CH:18][C:15]([C:16]#[N:17])=[CH:14][CH:13]=1.C1COCC1.[H-].[Al+3].[Li+].[H-].[H-].[H-].[OH-].[Na+], predict the reaction product. The product is: [CH:1]1[C:10]2[CH2:9][CH2:8][CH2:7][CH2:6][C:5]=2[CH:4]=[CH:3][C:2]=1[O:11][C:12]1[CH:13]=[CH:14][C:15]([CH2:16][NH2:17])=[CH:18][CH:19]=1.